Dataset: CYP2C9 inhibition data for predicting drug metabolism from PubChem BioAssay. Task: Regression/Classification. Given a drug SMILES string, predict its absorption, distribution, metabolism, or excretion properties. Task type varies by dataset: regression for continuous measurements (e.g., permeability, clearance, half-life) or binary classification for categorical outcomes (e.g., BBB penetration, CYP inhibition). Dataset: cyp2c9_veith. (1) The compound is Cc1ccc(OCC(=O)NNC(=O)CCc2ccccc2)cc1. The result is 0 (non-inhibitor). (2) The compound is CS(=O)(=O)Nc1cccc(-c2nc(N3CCOCC3)c3ccccc3n2)c1. The result is 0 (non-inhibitor).